This data is from Peptide-MHC class II binding affinity with 134,281 pairs from IEDB. The task is: Regression. Given a peptide amino acid sequence and an MHC pseudo amino acid sequence, predict their binding affinity value. This is MHC class II binding data. (1) The peptide sequence is APGDSPNTDGIHIGD. The MHC is DRB1_1302 with pseudo-sequence DRB1_1302. The binding affinity (normalized) is 0.163. (2) The peptide sequence is KDKTDIHRLEPVKCD. The MHC is HLA-DQA10501-DQB10303 with pseudo-sequence HLA-DQA10501-DQB10303. The binding affinity (normalized) is 0.195. (3) The peptide sequence is ADAGYAPATPAAAGA. The MHC is DRB1_1501 with pseudo-sequence DRB1_1501. The binding affinity (normalized) is 0.172.